This data is from Full USPTO retrosynthesis dataset with 1.9M reactions from patents (1976-2016). The task is: Predict the reactants needed to synthesize the given product. (1) Given the product [CH3:46][N:47]([CH3:49])[CH2:48][CH2:3][O:4][C:5]1[CH:6]=[C:7]2[C:12](=[CH:13][C:14]=1[O:15][CH3:16])[N:11]=[C:10]([C:17]1[CH:22]=[CH:21][CH:20]=[C:19]([C:23]3[CH:24]=[CH:25][CH:26]=[CH:27][CH:28]=3)[CH:18]=1)[N:9]=[C:8]2[NH:29][C:30]1[CH:31]=[C:32]2[C:36](=[CH:37][CH:38]=1)[NH:35][N:34]=[CH:33]2, predict the reactants needed to synthesize it. The reactants are: ClC[CH2:3][O:4][C:5]1[CH:6]=[C:7]2[C:12](=[CH:13][C:14]=1[O:15][CH3:16])[N:11]=[C:10]([C:17]1[CH:22]=[CH:21][CH:20]=[C:19]([C:23]3[CH:28]=[CH:27][CH:26]=[CH:25][CH:24]=3)[CH:18]=1)[N:9]=[C:8]2[NH:29][C:30]1[CH:31]=[C:32]2[C:36](=[CH:37][CH:38]=1)[N:35](C(OC(C)(C)C)=O)[N:34]=[CH:33]2.[CH3:46][NH:47][CH3:48].[CH3:49]S(C)=O. (2) Given the product [N:5]1[CH:6]=[CH:7][N:8]=[CH:9][C:4]=1[C:3]1[CH:12]=[C:11]([C:13]2[CH:14]=[C:15]([CH:18]=[CH:19][CH:20]=2)[C:16]#[N:17])[O:1][N:2]=1, predict the reactants needed to synthesize it. The reactants are: [OH:1][N:2]=[C:3](Cl)[C:4]1[CH:9]=[N:8][CH:7]=[CH:6][N:5]=1.[C:11]([C:13]1[CH:14]=[C:15]([CH:18]=[CH:19][CH:20]=1)[C:16]#[N:17])#[CH:12].N. (3) Given the product [C:57]([NH:60][CH2:61][CH2:62][C:6]([NH:8][C:12]1[C:11]2[N:10]=[C:9]([NH:18][CH2:19][CH:20]3[CH2:21][CH2:22][N:23]([CH2:26][C:27]4[C:28]5[C:33](=[CH:32][CH:31]=[CH:30][CH:29]=5)[CH:34]=[CH:35][CH:36]=4)[CH2:24][CH2:25]3)[NH:17][C:16]=2[CH:15]=[CH:14][CH:13]=1)=[O:7])(=[O:59])[CH3:58], predict the reactants needed to synthesize it. The reactants are: C(O[C:6]([N:8]1[C:12]2[CH:13]=[CH:14][CH:15]=[C:16]([NH2:17])[C:11]=2[N:10]=[C:9]1[NH:18][CH2:19][CH:20]1[CH2:25][CH2:24][N:23]([CH2:26][C:27]2[C:36]3[C:31](=[CH:32][CH:33]=[CH:34][CH:35]=3)[CH:30]=[CH:29][CH:28]=2)[CH2:22][CH2:21]1)=[O:7])(C)(C)C.C(N=C=NC(C)C)(C)C.O.ON1C2C=CC=CC=2N=N1.[C:57]([NH:60][CH2:61][CH2:62]C(O)=O)(=[O:59])[CH3:58].O1CCOCC1.Cl.